From a dataset of Forward reaction prediction with 1.9M reactions from USPTO patents (1976-2016). Predict the product of the given reaction. (1) Given the reactants F[C:2]1[CH:3]=[C:4]([CH:7]=[CH:8][C:9]=1[N+:10]([O-:12])=[O:11])[C:5]#[N:6].C(N(C(C)C)CC)(C)C.Cl.Cl.[CH2:24]([O:26][C@H:27]1[CH2:32][CH2:31][C@H:30]([N:33]2[CH2:38][CH2:37][CH:36]([NH2:39])[CH2:35][CH2:34]2)[CH2:29][CH2:28]1)[CH3:25], predict the reaction product. The product is: [CH2:24]([O:26][C@H:27]1[CH2:28][CH2:29][C@H:30]([N:33]2[CH2:34][CH2:35][CH:36]([NH:39][C:2]3[CH:3]=[C:4]([CH:7]=[CH:8][C:9]=3[N+:10]([O-:12])=[O:11])[C:5]#[N:6])[CH2:37][CH2:38]2)[CH2:31][CH2:32]1)[CH3:25]. (2) Given the reactants [F:1][C:2]1[CH:3]=[CH:4][C:5]([NH:23][C:24]([C:26]2[N:27]=[C:28]([C:31]3[CH:32]=[N:33][N:34](COCC[Si](C)(C)C)[CH:35]=3)[S:29][CH:30]=2)=[O:25])=[C:6]([C:8]2[CH2:13][CH2:12][CH:11]([CH2:14][NH:15]C(=O)OC(C)(C)C)[CH2:10][CH:9]=2)[CH:7]=1.[ClH:44], predict the reaction product. The product is: [ClH:44].[NH2:15][CH2:14][CH:11]1[CH2:12][CH2:13][C:8]([C:6]2[CH:7]=[C:2]([F:1])[CH:3]=[CH:4][C:5]=2[NH:23][C:24]([C:26]2[N:27]=[C:28]([C:31]3[CH:35]=[N:34][NH:33][CH:32]=3)[S:29][CH:30]=2)=[O:25])=[CH:9][CH2:10]1.